From a dataset of Catalyst prediction with 721,799 reactions and 888 catalyst types from USPTO. Predict which catalyst facilitates the given reaction. (1) Reactant: [CH3:1][S:2]([C:4]1[CH:9]=[CH:8][C:7]([CH2:10][CH2:11][C:12]([O:14][CH3:15])=[O:13])=[CH:6][CH:5]=1)=[O:3].[F:16][C:17]([F:22])([F:21])[C:18]([NH2:20])=[O:19]. Product: [CH3:1][S:2]([C:4]1[CH:5]=[CH:6][C:7]([CH2:10][CH2:11][C:12]([O:14][CH3:15])=[O:13])=[CH:8][CH:9]=1)(=[N:20][C:18](=[O:19])[C:17]([F:22])([F:21])[F:16])=[O:3]. The catalyst class is: 2. (2) Reactant: [CH3:1][C:2]1[C:3]([N+:13]([O-:15])=[O:14])=[C:4]2[C:9](=[CH:10][CH:11]=1)[CH:8]=[N+:7]([O-])[CH:6]=[CH:5]2.O=P(Cl)(Cl)[Cl:18]. Product: [Cl:18][C:8]1[C:9]2[C:4](=[C:3]([N+:13]([O-:15])=[O:14])[C:2]([CH3:1])=[CH:11][CH:10]=2)[CH:5]=[CH:6][N:7]=1. The catalyst class is: 26. (3) Reactant: FC(F)(F)S(O[C:7]1[CH:14]=[CH:13][C:12]([C:15]([CH3:21])([CH3:20])[C:16]([F:19])([F:18])[F:17])=[CH:11][C:8]=1[CH:9]=[O:10])(=O)=O.C(NCC)C. Product: [F:17][C:16]([F:18])([F:19])[C:15]([C:12]1[CH:11]=[C:8]([CH:7]=[CH:14][CH:13]=1)[CH:9]=[O:10])([CH3:21])[CH3:20]. The catalyst class is: 19. (4) Reactant: [Cl:1][C:2]1[CH:7]=[CH:6][C:5](B(O)O)=[CH:4][C:3]=1[O:11][C:12]1[CH:17]=[CH:16][C:15]([C:18]([F:21])([F:20])[F:19])=[CH:14][N:13]=1.Br[CH:23]=[C:24]1[CH2:29][CH2:28][N:27]([C:30]([O:32][C:33]([CH3:36])([CH3:35])[CH3:34])=[O:31])[CH2:26][CH2:25]1.[O-]P([O-])([O-])=O.[K+].[K+].[K+]. Product: [Cl:1][C:2]1[CH:7]=[CH:6][C:5]([CH:23]=[C:24]2[CH2:29][CH2:28][N:27]([C:30]([O:32][C:33]([CH3:36])([CH3:35])[CH3:34])=[O:31])[CH2:26][CH2:25]2)=[CH:4][C:3]=1[O:11][C:12]1[CH:17]=[CH:16][C:15]([C:18]([F:21])([F:20])[F:19])=[CH:14][N:13]=1. The catalyst class is: 450. (5) Reactant: [F:1][C:2]1[CH:7]=[CH:6][C:5]([C:8]#[C:9][C:10]([N:13]2[CH2:18][CH2:17][C:16]([CH2:25][C:26]3([CH3:29])[CH2:28][O:27]3)([C:19]3[CH:24]=[CH:23][CH:22]=[CH:21][CH:20]=3)[O:15][C:14]2=[O:30])([CH3:12])[CH3:11])=[CH:4][CH:3]=1.O. Product: [F:1][C:2]1[CH:7]=[CH:6][C:5]([C:8]#[C:9][C:10]([N:13]2[CH2:18][CH2:17][C:16]([CH2:25][C:26]([OH:27])([CH3:29])[CH3:28])([C:19]3[CH:20]=[CH:21][CH:22]=[CH:23][CH:24]=3)[O:15][C:14]2=[O:30])([CH3:12])[CH3:11])=[CH:4][CH:3]=1. The catalyst class is: 49.